From a dataset of Catalyst prediction with 721,799 reactions and 888 catalyst types from USPTO. Predict which catalyst facilitates the given reaction. (1) Reactant: Cl.[NH2:2][C:3]1[CH:8]=[C:7]([P:9]([OH:12])(=[O:11])[OH:10])[CH:6]=[C:5]([P:13]([OH:16])(=[O:15])[OH:14])[CH:4]=1.[C:17](Cl)(Cl)=[S:18]. Product: [N:2]([C:3]1[CH:8]=[C:7]([P:9]([OH:10])(=[O:12])[OH:11])[CH:6]=[C:5]([P:13]([OH:16])(=[O:14])[OH:15])[CH:4]=1)=[C:17]=[S:18]. The catalyst class is: 6. (2) Reactant: C([N-]C(C)C)(C)C.[Li+].[CH3:9][O:10][C:11]([C:13]1([CH:20]([O:27][Si:28]([C:31]([CH3:34])([CH3:33])[CH3:32])([CH3:30])[CH3:29])[CH:21]2[CH2:26][CH2:25][CH2:24][CH2:23][CH2:22]2)[C:17]([CH3:18])=[CH:16][C:15](=[O:19])[NH:14]1)=[O:12].Cl[Si](C)(C)C.[Cl:40][CH2:41][CH2:42]OS(C(F)(F)F)(=O)=O.C1(C)C=CC=CC=1. Product: [CH3:9][O:10][C:11]([C:13]1([CH:20]([O:27][Si:28]([C:31]([CH3:34])([CH3:33])[CH3:32])([CH3:29])[CH3:30])[CH:21]2[CH2:26][CH2:25][CH2:24][CH2:23][CH2:22]2)[C:17](=[CH2:18])[CH:16]([CH2:42][CH2:41][Cl:40])[C:15](=[O:19])[NH:14]1)=[O:12]. The catalyst class is: 7.